Dataset: Full USPTO retrosynthesis dataset with 1.9M reactions from patents (1976-2016). Task: Predict the reactants needed to synthesize the given product. Given the product [Cl:16][C:17]1[CH:18]=[C:19]([CH2:20][CH:14]([NH2:15])[CH2:13][CH2:12][NH:11][C:2]2[CH:3]=[CH:4][C:5]3[C:10](=[CH:9][CH:8]=[CH:7][CH:6]=3)[N:1]=2)[CH:22]=[CH:23][C:24]=1[Cl:25], predict the reactants needed to synthesize it. The reactants are: [N:1]1[C:10]2[C:5](=[CH:6][CH:7]=[CH:8][CH:9]=2)[CH:4]=[CH:3][C:2]=1[NH:11][CH2:12][CH2:13][CH2:14][NH2:15].[Cl:16][C:17]1[CH:18]=[C:19]([CH:22]=[CH:23][C:24]=1[Cl:25])[CH:20]=O.